Dataset: P-glycoprotein inhibition data for predicting drug efflux from Broccatelli et al.. Task: Regression/Classification. Given a drug SMILES string, predict its absorption, distribution, metabolism, or excretion properties. Task type varies by dataset: regression for continuous measurements (e.g., permeability, clearance, half-life) or binary classification for categorical outcomes (e.g., BBB penetration, CYP inhibition). Dataset: pgp_broccatelli. (1) The compound is CN(C)c1ccc(-c2nc(-c3ccc(O)cc3)[nH]c2-c2ccc(N(C)C)cc2)cc1. The result is 1 (inhibitor). (2) The result is 1 (inhibitor). The drug is COc1ccc(C(=O)CCc2ccc(N(C)C)cc2)c(OC[C@@H](O)CN2CCN(c3ccccc3C)CC2)c1.